Dataset: Forward reaction prediction with 1.9M reactions from USPTO patents (1976-2016). Task: Predict the product of the given reaction. (1) Given the reactants [OH:1][C:2]1[CH:7]=[C:6]([OH:8])[CH:5]=[CH:4][C:3]=1[C@@H:9]1[CH2:14][CH2:13][C@H:12]([CH2:15][C:16]([O:18]C)=[O:17])[CH2:11][CH2:10]1.[OH-].[Na+].Cl, predict the reaction product. The product is: [OH:1][C:2]1[CH:7]=[C:6]([OH:8])[CH:5]=[CH:4][C:3]=1[C@@H:9]1[CH2:10][CH2:11][C@H:12]([CH2:15][C:16]([OH:18])=[O:17])[CH2:13][CH2:14]1. (2) Given the reactants [Cl:1][C:2]1[C:3]([O:53][CH3:54])=[CH:4][CH:5]=[C:6]2[C:11]=1[N:10]=[C:9]([C:12]1[S:13][CH:14]=[C:15]([CH:17]([CH3:19])[CH3:18])[N:16]=1)[CH:8]=[C:7]2[O:20][C@@H:21]1[CH2:25][N:24]([C:26]([NH:28][C@:29]2([C:34](=[O:42])[NH:35][S:36]([CH:39]3[CH2:41][CH2:40]3)(=[O:38])=[O:37])[CH2:31][C@H:30]2C=C)=[O:27])[C@H:23]([C:43]([N:45]([CH2:47][CH2:48][CH2:49][CH2:50][CH:51]=[CH2:52])[CH3:46])=[O:44])[CH2:22]1.SC1N=CC=CC=1C(O)=O, predict the reaction product. The product is: [Cl:1][C:2]1[C:3]([O:53][CH3:54])=[CH:4][CH:5]=[C:6]2[C:11]=1[N:10]=[C:9]([C:12]1[S:13][CH:14]=[C:15]([CH:17]([CH3:18])[CH3:19])[N:16]=1)[CH:8]=[C:7]2[O:20][C@@H:21]1[CH2:25][N:24]2[C@H:23]([C:43](=[O:44])[N:45]([CH3:46])[CH2:47][CH2:48][CH2:49][CH2:50][CH:51]=[CH:52][C@H:31]3[C@:29]([C:34]([NH:35][S:36]([CH:39]4[CH2:41][CH2:40]4)(=[O:37])=[O:38])=[O:42])([NH:28][C:26]2=[O:27])[CH2:30]3)[CH2:22]1. (3) Given the reactants C(N(CC)CC)C.[B-](F)(F)(F)F.CN(C(ON1C(=O)CCC1=O)=[N+](C)C)C.[CH3:28][O:29][C:30]1[CH:35]=[CH:34][C:33]([C:36]2[CH:41]=[CH:40][N:39]=[C:38]3[NH:42][C:43]([C:45]4[CH:53]=[CH:52][C:48]([C:49](O)=[O:50])=[CH:47][CH:46]=4)=[N:44][C:37]=23)=[CH:32][CH:31]=1.[CH3:54][N:55]1[CH2:61][CH2:60][CH2:59][NH:58][CH2:57][CH2:56]1, predict the reaction product. The product is: [CH3:28][O:29][C:30]1[CH:31]=[CH:32][C:33]([C:36]2[CH:41]=[CH:40][N:39]=[C:38]3[NH:42][C:43]([C:45]4[CH:53]=[CH:52][C:48]([C:49]([N:58]5[CH2:59][CH2:60][CH2:61][N:55]([CH3:54])[CH2:56][CH2:57]5)=[O:50])=[CH:47][CH:46]=4)=[N:44][C:37]=23)=[CH:34][CH:35]=1. (4) Given the reactants [Cl:1][C:2]1[CH:7]=[CH:6][C:5]([C:8]2([C:13]3[CH:14]=[C:15]4[C:20](=[CH:21][CH:22]=3)[N:19]=[CH:18][CH:17]=[C:16]4[CH2:23][CH2:24][C:25]3[CH:30]=[CH:29][CH:28]=[C:27]([Cl:31])[CH:26]=3)OCC[O:9]2)=[CH:4][CH:3]=1.[Cl:32][C:33]1[CH:34]=[C:35]([CH2:39][CH:40]([C:49]2[C:58]3[C:53](=[CH:54][CH:55]=[C:56]([C:59]4([C:64]5[CH:69]=[CH:68][C:67]([Cl:70])=[CH:66][CH:65]=5)OCC[O:60]4)[CH:57]=3)[N:52]=[CH:51][CH:50]=2)[CH2:41][C:42]2[CH:47]=[CH:46][CH:45]=[C:44]([Cl:48])[CH:43]=2)[CH:36]=[CH:37][CH:38]=1.[NH4+].[OH-], predict the reaction product. The product is: [Cl:1][C:2]1[CH:7]=[CH:6][C:5]([C:8]([C:13]2[CH:14]=[C:15]3[C:20](=[CH:21][CH:22]=2)[N:19]=[CH:18][CH:17]=[C:16]3[CH2:23][CH2:24][C:25]2[CH:30]=[CH:29][CH:28]=[C:27]([Cl:31])[CH:26]=2)=[O:9])=[CH:4][CH:3]=1.[Cl:70][C:67]1[CH:68]=[CH:69][C:64]([C:59]([C:56]2[CH:57]=[C:58]3[C:53](=[CH:54][CH:55]=2)[N:52]=[CH:51][CH:50]=[C:49]3[CH:40]([CH2:41][C:42]2[CH:47]=[CH:46][CH:45]=[C:44]([Cl:48])[CH:43]=2)[CH2:39][C:35]2[CH:36]=[CH:37][CH:38]=[C:33]([Cl:32])[CH:34]=2)=[O:60])=[CH:65][CH:66]=1. (5) Given the reactants [ClH:1].FC(F)(F)C(O)=O.C(OC([NH:16][CH2:17][C@H:18]1[CH2:23][CH2:22][C@H:21]([C:24]([NH:26][C@H:27]([C:57](=[O:70])[NH:58][C:59]2[CH:64]=[CH:63][C:62]([C:65]3[N:66]=[N:67][NH:68][N:69]=3)=[CH:61][CH:60]=2)[CH2:28][C:29]2[CH:34]=[CH:33][C:32]([C:35]3[CH:40]=[CH:39][CH:38]=[C:37]([C:41]([N:43]4[CH2:48][CH2:47][N:46](C(OC(C)(C)C)=O)[CH2:45][CH2:44]4)=[O:42])[C:36]=3[F:56])=[CH:31][CH:30]=2)=[O:25])[CH2:20][CH2:19]1)=O)(C)(C)C, predict the reaction product. The product is: [ClH:1].[NH2:16][CH2:17][C@H:18]1[CH2:23][CH2:22][C@H:21]([C:24]([NH:26][C@@H:27]([CH2:28][C:29]2[CH:34]=[CH:33][C:32]([C:35]3[CH:40]=[CH:39][CH:38]=[C:37]([C:41]([N:43]4[CH2:48][CH2:47][NH:46][CH2:45][CH2:44]4)=[O:42])[C:36]=3[F:56])=[CH:31][CH:30]=2)[C:57](=[O:70])[NH:58][C:59]2[CH:64]=[CH:63][C:62]([C:65]3[N:69]=[N:68][NH:67][N:66]=3)=[CH:61][CH:60]=2)=[O:25])[CH2:20][CH2:19]1. (6) Given the reactants [CH2:1]([OH:13])[CH2:2][CH2:3][CH2:4][CH2:5][CH2:6][CH2:7][CH2:8][CH2:9][CH2:10][CH2:11][CH3:12].[C:14]1([CH3:20])[CH:19]=[CH:18][CH:17]=[CH:16][CH:15]=1.CC1C=C2C([S:26][C:27]3[CH:28]=[CH:29][CH:30]=[C:31]([C:37](Cl)=[O:38])[C:32]=3[C:33]2=[O:36])=CC=1, predict the reaction product. The product is: [CH3:20][C:14]1[CH:19]=[C:18]2[C:17]([S:26][C:27]3[CH:28]=[CH:29][CH:30]=[C:31]([C:37]([O:13][CH2:1][CH2:2][CH2:3][CH2:4][CH2:5][CH2:6][CH2:7][CH2:8][CH2:9][CH2:10][CH2:11][CH3:12])=[O:38])[C:32]=3[C:33]2=[O:36])=[CH:16][CH:15]=1.